This data is from Peptide-MHC class I binding affinity with 185,985 pairs from IEDB/IMGT. The task is: Regression. Given a peptide amino acid sequence and an MHC pseudo amino acid sequence, predict their binding affinity value. This is MHC class I binding data. The peptide sequence is LPAQLTATA. The MHC is HLA-A26:01 with pseudo-sequence HLA-A26:01. The binding affinity (normalized) is 0.0847.